Dataset: Forward reaction prediction with 1.9M reactions from USPTO patents (1976-2016). Task: Predict the product of the given reaction. (1) Given the reactants [F:1][C:2]1[C:7]([O:8][CH3:9])=[C:6](I)[CH:5]=[CH:4][N:3]=1.C([Sn]([C:24]#[N:25])(CCCC)CCCC)CCC.N#N.[F-].[K+], predict the reaction product. The product is: [F:1][C:2]1[C:7]([O:8][CH3:9])=[C:6]([C:24]#[N:25])[CH:5]=[CH:4][N:3]=1. (2) Given the reactants C(=O)([O-])[O-].[K+].[K+].[CH2:7]([O:14][C:15]1[CH:20]=[CH:19][CH:18]=[C:17](F)[C:16]=1[N+:22]([O-:24])=[O:23])[C:8]1[CH:13]=[CH:12][CH:11]=[CH:10][CH:9]=1.[CH2:25]([NH2:32])[C:26]1[CH:31]=[CH:30][CH:29]=[CH:28][CH:27]=1, predict the reaction product. The product is: [CH2:25]([NH:32][C:17]1[CH:18]=[CH:19][CH:20]=[C:15]([O:14][CH2:7][C:8]2[CH:13]=[CH:12][CH:11]=[CH:10][CH:9]=2)[C:16]=1[N+:22]([O-:24])=[O:23])[C:26]1[CH:31]=[CH:30][CH:29]=[CH:28][CH:27]=1. (3) The product is: [Cl:1][C:2]1[CH:7]=[CH:6][C:5]([CH:8]([OH:9])[C@@H:10]2[CH2:14][CH2:13][CH2:12][N:11]2[C:15]([C:17]2[C:18]([CH:23]([F:25])[F:24])=[N:19][N:20]([CH3:22])[CH:21]=2)=[O:16])=[CH:4][CH:3]=1. Given the reactants [Cl:1][C:2]1[CH:7]=[CH:6][C:5]([C:8]([C@@H:10]2[CH2:14][CH2:13][CH2:12][N:11]2[C:15]([C:17]2[C:18]([CH:23]([F:25])[F:24])=[N:19][N:20]([CH3:22])[CH:21]=2)=[O:16])=[O:9])=[CH:4][CH:3]=1.[BH4-].[Na+].Cl, predict the reaction product.